This data is from Forward reaction prediction with 1.9M reactions from USPTO patents (1976-2016). The task is: Predict the product of the given reaction. (1) Given the reactants [N:1]1([CH2:6][C@@H:7]([O:14][C:15]2[CH:24]=[CH:23][C:22]3[C:21](=[O:25])[CH2:20][CH2:19][CH2:18][C:17]=3[C:16]=2[CH2:26][S:27][C:28]2[CH:36]=[CH:35][C:31]([C:32]([OH:34])=O)=[CH:30][CH:29]=2)[C:8]2[CH:13]=[CH:12][CH:11]=[CH:10][CH:9]=2)[CH:5]=[CH:4][N:3]=[CH:2]1.[CH2:37]([NH2:43])[C:38]1[O:42][CH:41]=[CH:40][CH:39]=1, predict the reaction product. The product is: [O:42]1[CH:41]=[CH:40][CH:39]=[C:38]1[CH2:37][NH:43][C:32](=[O:34])[C:31]1[CH:35]=[CH:36][C:28]([S:27][CH2:26][C:16]2[C:17]3[CH2:18][CH2:19][CH2:20][C:21](=[O:25])[C:22]=3[CH:23]=[CH:24][C:15]=2[O:14][C@@H:7]([C:8]2[CH:9]=[CH:10][CH:11]=[CH:12][CH:13]=2)[CH2:6][N:1]2[CH:5]=[CH:4][N:3]=[CH:2]2)=[CH:29][CH:30]=1. (2) Given the reactants C([O-])([O-])=O.[K+].[K+].[I-].[K+].[CH2:9](Br)[CH3:10].[F:12][C:13]1[CH:18]=[CH:17][C:16]([CH2:19][CH2:20][NH:21][CH2:22][CH:23]2[CH2:28][CH2:27][N:26]([C:29]([C:31]3[N:32]([CH3:40])[N:33]=[C:34]4[C:39]=3[CH:38]=[CH:37][CH:36]=[CH:35]4)=[O:30])[CH2:25][CH2:24]2)=[CH:15][CH:14]=1.[ClH:41], predict the reaction product. The product is: [ClH:41].[CH2:9]([N:21]([CH2:22][CH:23]1[CH2:28][CH2:27][N:26]([C:29]([C:31]2[N:32]([CH3:40])[N:33]=[C:34]3[C:39]=2[CH:38]=[CH:37][CH:36]=[CH:35]3)=[O:30])[CH2:25][CH2:24]1)[CH2:20][CH2:19][C:16]1[CH:17]=[CH:18][C:13]([F:12])=[CH:14][CH:15]=1)[CH3:10]. (3) Given the reactants C(OC(=O)[NH:7][C@@H:8]([CH2:37][CH2:38][NH:39][C:40]([O:42][C:43]1[CH:48]=[CH:47][C:46]([CH2:49][C@H:50]([NH:60]C(OC(C)(C)C)=O)[C:51]([NH:53][C:54]2[CH:59]=[CH:58][CH:57]=[CH:56][CH:55]=2)=[O:52])=[CH:45][CH:44]=1)=[O:41])[C:9]([NH:11][C@@H:12]([CH2:16][S:17]C(C1C=CC=CC=1)(C1C=CC=CC=1)C1C=CC=CC=1)[C:13]([NH2:15])=[O:14])=[O:10])(C)(C)C.C([SiH](CC)CC)C.FC(F)(F)C(O)=O.[CH2:83]([N:90]1[C:94](=[O:95])[CH:93]=[CH:92][C:91]1=[O:96])[C:84]1[CH:89]=[CH:88][CH:87]=[CH:86][CH:85]=1, predict the reaction product. The product is: [NH2:7][C@H:8]([C:9]([NH:11][C@@H:12]([CH2:16][S:17][CH:92]1[CH2:93][C:94](=[O:95])[N:90]([CH2:83][C:84]2[CH:85]=[CH:86][CH:87]=[CH:88][CH:89]=2)[C:91]1=[O:96])[C:13]([NH2:15])=[O:14])=[O:10])[CH2:37][CH2:38][NH:39][C:40]([O:42][C:43]1[CH:48]=[CH:47][C:46]([CH2:49][C@@H:50]([C:51]([NH:53][C:54]2[CH:59]=[CH:58][CH:57]=[CH:56][CH:55]=2)=[O:52])[NH2:60])=[CH:45][CH:44]=1)=[O:41]. (4) Given the reactants Cl[C:2]1[CH:7]=[CH:6][N:5]=[C:4]([C:8]2[CH:13]=[CH:12][CH:11]=[C:10]([Cl:14])[N:9]=2)[N:3]=1.[Cl:15][C:16]1[CH:22]=[CH:21][C:19]([NH2:20])=[CH:18][CH:17]=1, predict the reaction product. The product is: [Cl:15][C:16]1[CH:22]=[CH:21][C:19]([NH:20][C:2]2[CH:7]=[CH:6][N:5]=[C:4]([C:8]3[CH:13]=[CH:12][CH:11]=[C:10]([Cl:14])[N:9]=3)[N:3]=2)=[CH:18][CH:17]=1.